Dataset: Reaction yield outcomes from USPTO patents with 853,638 reactions. Task: Predict the reaction yield, written as a fraction of the theoretical maximum amount of product (1.0 means a 100% yield; for example, 0.34 means a 34% yield). (1) The reactants are I.[NH2:2][C:3]1[C:4]([C:11]([NH:13][C:14](=[NH:17])SC)=[O:12])=[N:5][C:6]([Cl:10])=[C:7]([NH2:9])[N:8]=1.[C:18]([CH2:21][C:22]1[CH:27]=[CH:26][C:25]([CH2:28][CH2:29][CH2:30][CH2:31][NH2:32])=[CH:24][CH:23]=1)([OH:20])=[O:19]. The catalyst is C1COCC1. The product is [ClH:10].[C:18]([CH2:21][C:22]1[CH:27]=[CH:26][C:25]([CH2:28][CH2:29][CH2:30][CH2:31][NH:32][C:14]([NH:13][C:11]([C:4]2[C:3]([NH2:2])=[N:8][C:7]([NH2:9])=[C:6]([Cl:10])[N:5]=2)=[O:12])=[NH:17])=[CH:24][CH:23]=1)([OH:20])=[O:19]. The yield is 0.250. (2) The yield is 0.210. The reactants are [F:1][C:2]1[CH:3]=[C:4]([NH2:18])[CH:5]=[CH:6][C:7]=1[O:8][C:9]1[C:10]2[CH:17]=[CH:16][NH:15][C:11]=2[N:12]=[CH:13][N:14]=1.CN(C(ON1N=N[C:29]2[CH:30]=[CH:31][CH:32]=N[C:28]1=2)=[N+](C)C)C.[F:36][P-](F)(F)(F)(F)F.C(N([CH2:48][CH3:49])CC)C.[CH3:50][N:51]([CH:53]=[O:54])C.[OH2:55]. The product is [F:36][C:30]1[CH:31]=[CH:32][C:50]([NH:51][C:53](=[O:54])[CH2:48][C:49]([NH:18][C:4]2[CH:5]=[CH:6][C:7]([O:8][C:9]3[C:10]4[CH:17]=[CH:16][NH:15][C:11]=4[N:12]=[CH:13][N:14]=3)=[C:2]([F:1])[CH:3]=2)=[O:55])=[CH:28][CH:29]=1. No catalyst specified. (3) The reactants are [H-].[H-].[H-].[H-].[Li+].[Al+3].[C:7]([NH:15][C:16]1([CH2:20][C:21](OCC)=[O:22])[CH2:19][CH2:18][CH2:17]1)(=O)[C:8]1[CH:13]=[CH:12][CH:11]=[CH:10][CH:9]=1. The catalyst is C1COCC1.O.C(OCC)(=O)C. The product is [CH2:7]([NH:15][C:16]1([CH2:20][CH2:21][OH:22])[CH2:19][CH2:18][CH2:17]1)[C:8]1[CH:13]=[CH:12][CH:11]=[CH:10][CH:9]=1. The yield is 0.610. (4) The reactants are CS(O[CH2:6][CH2:7][CH2:8][C:9]1[C:17]2[C:12](=[CH:13][CH:14]=[CH:15][CH:16]=2)[N:11]([CH2:18][CH2:19][O:20][Si:21]([C:24]([CH3:27])([CH3:26])[CH3:25])([CH3:23])[CH3:22])[CH:10]=1)(=O)=O.[I-:28].[Na+]. No catalyst specified. The product is [Si:21]([O:20][CH2:19][CH2:18][N:11]1[C:12]2[C:17](=[CH:16][CH:15]=[CH:14][CH:13]=2)[C:9]([CH2:8][CH2:7][CH2:6][I:28])=[CH:10]1)([C:24]([CH3:27])([CH3:26])[CH3:25])([CH3:23])[CH3:22]. The yield is 0.710. (5) The reactants are [N:1]1[CH:2]=[CH:3][N:4]2[CH:9]=[CH:8][CH:7]=[C:6]([C:10]#[N:11])[C:5]=12.[I:12]N1C(=O)CCC1=O. The catalyst is ClCCl. The product is [I:12][C:3]1[N:4]2[CH:9]=[CH:8][CH:7]=[C:6]([C:10]#[N:11])[C:5]2=[N:1][CH:2]=1. The yield is 0.800. (6) The reactants are [Br:1][C:2]1[C:13](=[O:14])[NH:12][C:5]2[N:6]=[C:7]([S:10][CH3:11])[N:8]=[CH:9][C:4]=2[CH:3]=1.Cl[CH2:16][C:17]1[C:22]([F:23])=[CH:21][CH:20]=[CH:19][C:18]=1[CH:24]1[CH2:26][CH2:25]1. The catalyst is CN(C)C=O. The product is [Br:1][C:2]1[C:13](=[O:14])[N:12]([CH2:16][C:17]2[C:22]([F:23])=[CH:21][CH:20]=[CH:19][C:18]=2[CH:24]2[CH2:25][CH2:26]2)[C:5]2[N:6]=[C:7]([S:10][CH3:11])[N:8]=[CH:9][C:4]=2[CH:3]=1. The yield is 0.540.